Dataset: CYP2C19 inhibition data for predicting drug metabolism from PubChem BioAssay. Task: Regression/Classification. Given a drug SMILES string, predict its absorption, distribution, metabolism, or excretion properties. Task type varies by dataset: regression for continuous measurements (e.g., permeability, clearance, half-life) or binary classification for categorical outcomes (e.g., BBB penetration, CYP inhibition). Dataset: cyp2c19_veith. (1) The drug is COc1ccc(C2CC(=O)CC(=O)C2n2cncn2)cc1. The result is 0 (non-inhibitor). (2) The compound is C=C[C@@]1(C)CC(=O)[C@]2(O)[C@@](C)(O1)[C@@H](OC(C)=O)[C@@H](O)[C@H]1C(C)(C)CC[C@@H](O)[C@@]12C. The result is 0 (non-inhibitor).